This data is from Peptide-MHC class I binding affinity with 185,985 pairs from IEDB/IMGT. The task is: Regression. Given a peptide amino acid sequence and an MHC pseudo amino acid sequence, predict their binding affinity value. This is MHC class I binding data. (1) The peptide sequence is GYRFFNKTL. The MHC is HLA-A29:02 with pseudo-sequence HLA-A29:02. The binding affinity (normalized) is 0.243. (2) The peptide sequence is FPFKYAAAT. The MHC is Mamu-B17 with pseudo-sequence Mamu-B17. The binding affinity (normalized) is 0.216. (3) The peptide sequence is APRGFRAAF. The MHC is HLA-B35:01 with pseudo-sequence HLA-B35:01. The binding affinity (normalized) is 0.447. (4) The peptide sequence is EIDVSEVKT. The MHC is HLA-A02:03 with pseudo-sequence HLA-A02:03. The binding affinity (normalized) is 0. (5) The peptide sequence is KPKLARGEL. The MHC is HLA-B08:02 with pseudo-sequence HLA-B08:02. The binding affinity (normalized) is 0.213. (6) The peptide sequence is GSDGGLDDY. The MHC is HLA-A11:01 with pseudo-sequence HLA-A11:01. The binding affinity (normalized) is 0.0847.